This data is from Kir2.1 potassium channel HTS with 301,493 compounds. The task is: Binary Classification. Given a drug SMILES string, predict its activity (active/inactive) in a high-throughput screening assay against a specified biological target. (1) The molecule is O(CC(=O)N1CCCC1)C(=O)c1ccc(cc1)C. The result is 0 (inactive). (2) The compound is S(c1n(c(nn1)C1Oc2c(OC1)cccc2)C)Cc1oc(nn1)c1ccc(F)cc1. The result is 0 (inactive). (3) The result is 0 (inactive). The compound is S=C(N(CC)c1ccccc1)Nc1cccnc1. (4) The compound is Brc1cc(/C=C(/NC(=O)c2occc2)C(=O)N2CCCCC2)ccc1. The result is 0 (inactive).